This data is from Forward reaction prediction with 1.9M reactions from USPTO patents (1976-2016). The task is: Predict the product of the given reaction. (1) Given the reactants [C:1]([O:5][C:6]([NH:8][C:9]1[CH:14]=[CH:13][CH:12]=[CH:11][CH:10]=1)=[O:7])([CH3:4])([CH3:3])[CH3:2].[Li]C(C)(C)C.[Sn:20](Cl)([CH2:29][CH2:30][CH2:31][CH3:32])([CH2:25][CH2:26][CH2:27][CH3:28])[CH2:21][CH2:22][CH2:23][CH3:24].C([O-])(O)=O.[Na+], predict the reaction product. The product is: [C:1]([O:5][C:6](=[O:7])[NH:8][C:9]1[CH:14]=[CH:13][CH:12]=[CH:11][C:10]=1[Sn:20]([CH2:25][CH2:26][CH2:27][CH3:28])([CH2:29][CH2:30][CH2:31][CH3:32])[CH2:21][CH2:22][CH2:23][CH3:24])([CH3:4])([CH3:2])[CH3:3]. (2) The product is: [CH3:14][CH:13]([CH3:15])[CH:12]([C:11]1[N:7]([C:1]2[CH:2]=[CH:3][CH:4]=[CH:5][CH:6]=2)[N:8]=[CH:9][CH:10]=1)[OH:16]. Given the reactants [C:1]1([N:7]2[CH:11]=[CH:10][CH:9]=[N:8]2)[CH:6]=[CH:5][CH:4]=[CH:3][CH:2]=1.[CH:12](=[O:16])[CH:13]([CH3:15])[CH3:14], predict the reaction product.